From a dataset of Forward reaction prediction with 1.9M reactions from USPTO patents (1976-2016). Predict the product of the given reaction. (1) Given the reactants C([Li])CCC.Br[C:7]1[CH:12]=[CH:11][CH:10]=[CH:9][N:8]=1.[CH2:13]1[O:23][C:16]2([CH2:21][CH2:20][CH2:19][CH2:18][C:17]2=O)[O:15][CH2:14]1.CC[O:26]CC, predict the reaction product. The product is: [N:8]1[CH:9]=[CH:10][CH:11]=[CH:12][C:7]=1[C:19]1([OH:26])[CH2:20][CH2:21][C:16]2([O:23][CH2:13][CH2:14][O:15]2)[CH2:17][CH2:18]1. (2) Given the reactants [Br:1][C:2]1[CH:13]=[N:12][C:5]2=[N:6][C:7](Cl)=[C:8]([Cl:10])[N:9]=[C:4]2[CH:3]=1.[CH2:14]1[NH:19][CH2:18][CH2:17][N:16]2[CH2:20][CH2:21][CH2:22][CH:15]12, predict the reaction product. The product is: [Br:1][C:2]1[CH:13]=[N:12][C:5]2=[N:6][C:7]([N:19]3[CH2:18][CH2:17][N:16]4[CH2:20][CH2:21][CH2:22][CH:15]4[CH2:14]3)=[C:8]([Cl:10])[N:9]=[C:4]2[CH:3]=1. (3) Given the reactants [OH:1][C:2]1[CH:11]=[C:10]2[C:5]([C:6](=[O:20])[N:7]([CH2:12][O:13][C:14](=[O:19])[C:15]([CH3:18])([CH3:17])[CH3:16])[CH:8]=[N:9]2)=[CH:4][C:3]=1[O:21][CH3:22].C1(P(C2C=CC=CC=2)C2C=CC=CC=2)C=CC=CC=1.[Br:42][CH2:43][CH2:44][CH2:45]O.N(C(OCC)=O)=NC(OCC)=O, predict the reaction product. The product is: [Br:42][CH2:43][CH2:44][CH2:45][O:1][C:2]1[CH:11]=[C:10]2[C:5]([C:6](=[O:20])[N:7]([CH2:12][O:13][C:14](=[O:19])[C:15]([CH3:16])([CH3:17])[CH3:18])[CH:8]=[N:9]2)=[CH:4][C:3]=1[O:21][CH3:22]. (4) Given the reactants C([O:5][C:6]([C:8]1[CH:9]=[CH:10][C:11]2[S:15][N:14]=[CH:13][C:12]=2[C:16]=1[NH:17][C:18]1[CH:23]=[CH:22][C:21]([I:24])=[CH:20][C:19]=1[F:25])=[O:7])(C)(C)C.O.C(O)(C(F)(F)F)=O, predict the reaction product. The product is: [F:25][C:19]1[CH:20]=[C:21]([I:24])[CH:22]=[CH:23][C:18]=1[NH:17][C:16]1[C:12]2[CH:13]=[N:14][S:15][C:11]=2[CH:10]=[CH:9][C:8]=1[C:6]([OH:7])=[O:5].